Task: Predict the reactants needed to synthesize the given product.. Dataset: Full USPTO retrosynthesis dataset with 1.9M reactions from patents (1976-2016) (1) Given the product [NH2:1][C:2]1[N:3]=[CH:4][C:5]([C:18]2[CH:19]=[N:20][N:21]([CH2:23][C:24]([NH:41][CH:42]3[CH2:47][CH2:46][N:45]([C:48]([O:50][C:51]([CH3:52])([CH3:53])[CH3:54])=[O:49])[C@@H:44]([C:55]([O:57][C:58]([CH3:61])([CH3:60])[CH3:59])=[O:56])[CH2:43]3)=[O:25])[CH:22]=2)=[N:6][C:7]=1[NH:8][CH2:9][C:10]1[C:15]([Cl:16])=[CH:14][CH:13]=[CH:12][C:11]=1[Cl:17], predict the reactants needed to synthesize it. The reactants are: [NH2:1][C:2]1[N:3]=[CH:4][C:5]([C:18]2[CH:19]=[N:20][N:21]([CH2:23][C:24](O)=[O:25])[CH:22]=2)=[N:6][C:7]=1[NH:8][CH2:9][C:10]1[C:15]([Cl:16])=[CH:14][CH:13]=[CH:12][C:11]=1[Cl:17].C(Cl)CCl.C1C=CC2N(O)N=NC=2C=1.[NH2:41][CH:42]1[CH2:47][CH2:46][N:45]([C:48]([O:50][C:51]([CH3:54])([CH3:53])[CH3:52])=[O:49])[C@@H:44]([C:55]([O:57][C:58]([CH3:61])([CH3:60])[CH3:59])=[O:56])[CH2:43]1. (2) Given the product [C:8]12([N:16]3[CH:17]=[N:18][CH:19]=[C:15]3[CH2:14][CH2:13][CH2:12]1)[C:9]1[C:5](=[CH:4][C:3]([OH:2])=[CH:11][CH:10]=1)[CH2:6][CH2:7]2, predict the reactants needed to synthesize it. The reactants are: C[O:2][C:3]1[CH:4]=[C:5]2[C:9](=[CH:10][CH:11]=1)[C:8]1([N:16]3[CH:17]=[N:18][CH:19]=[C:15]3[CH2:14][CH2:13][CH2:12]1)[CH2:7][CH2:6]2.B(Br)(Br)Br.C(=O)([O-])O.[Na+]. (3) Given the product [NH2:32][C:15]1[C:14]2[C:18](=[CH:19][CH:20]=[C:12]([C:10]3[O:11][C:5]([CH3:6])=[N:8][N:9]=3)[CH:13]=2)[NH:17][C:16]=1[C:21]1[C:30](=[O:31])[NH:29][C:28]2[C:23]([N:22]=1)=[CH:24][CH:25]=[CH:26][CH:27]=2, predict the reactants needed to synthesize it. The reactants are: C(=O)(O)N.[C:5]([NH:8][NH:9][C:10]([C:12]1[CH:13]=[C:14]2[C:18](=[CH:19][CH:20]=1)[NH:17][C:16]([C:21]1[C:30](=[O:31])[NH:29][C:28]3[C:23](=[CH:24][CH:25]=[CH:26][CH:27]=3)[N:22]=1)=[C:15]2[N+:32]([O-])=O)=[O:11])(=O)[CH3:6].CN(C=O)C.C1C=CC=CC=1.O=P12OP3(OP(OP(O3)(O1)=O)(=O)O2)=O. (4) Given the product [CH2:1]([O:3][C:4](=[O:21])[C:5]([C:6]1[C:7]2[CH:20]=[CH:19][S:18][C:8]=2[N:9]([C:11]([O:13][C:14]([CH3:16])([CH3:17])[CH3:15])=[O:12])[CH:10]=1)=[O:23])[CH3:2], predict the reactants needed to synthesize it. The reactants are: [CH2:1]([O:3][C:4](=[O:21])[CH2:5][C:6]1[C:7]2[CH:20]=[CH:19][S:18][C:8]=2[N:9]([C:11]([O:13][C:14]([CH3:17])([CH3:16])[CH3:15])=[O:12])[CH:10]=1)[CH3:2].[Se](=O)=[O:23].C1COCC1. (5) Given the product [CH3:1][N:2]1[C:13]2[C:5](=[CH:6][CH:7]=[C:8]3[C:12]=2[CH:11]=[N:10][NH:9]3)[CH:4]=[C:3]1[C:14]([NH2:18])=[O:16], predict the reactants needed to synthesize it. The reactants are: [CH3:1][N:2]1[C:13]2[C:5](=[CH:6][CH:7]=[C:8]3[C:12]=2[CH:11]=[N:10][NH:9]3)[CH:4]=[C:3]1[C:14]([OH:16])=O.C[N:18](C(ON1N=NC2C=CC=CC1=2)=[N+](C)C)C.[B-](F)(F)(F)F.[OH-].[NH4+].O. (6) The reactants are: [CH3:1][C:2]1[C:6]2[C:7]([O:12][C:13]3[CH:18]=[CH:17][C:16]([NH:19][C:20](=[O:24])[C@@H:21]([CH3:23])[NH2:22])=[CH:15][CH:14]=3)=[CH:8][C:9]([CH3:11])=[CH:10][C:5]=2[O:4][N:3]=1.C(N(CC)CC)C.Cl[C:33](Cl)([O:35]C(=O)OC(Cl)(Cl)Cl)Cl. Given the product [CH3:1][C:2]1[C:6]2[C:7]([O:12][C:13]3[CH:14]=[CH:15][C:16]([N:19]4[C:20](=[O:24])[C@@H:21]([CH3:23])[NH:22][C:33]4=[O:35])=[CH:17][CH:18]=3)=[CH:8][C:9]([CH3:11])=[CH:10][C:5]=2[O:4][N:3]=1, predict the reactants needed to synthesize it. (7) Given the product [Br:6][C:7]1[C:12]([CH3:13])=[CH:11][C:10]([O:14][CH2:1][C:2]([CH3:5])([OH:3])[CH3:4])=[CH:9][C:8]=1[CH3:15], predict the reactants needed to synthesize it. The reactants are: [CH3:1][C:2]1([CH3:5])[CH2:4][O:3]1.[Br:6][C:7]1[C:12]([CH3:13])=[CH:11][C:10]([OH:14])=[CH:9][C:8]=1[CH3:15].C([O-])([O-])=O.[K+].[K+]. (8) Given the product [NH2:1][C:2]1[C:3]([NH:17][CH2:18][CH:19]2[CH2:24][CH2:23][NH:22][CH2:21][CH2:20]2)=[CH:4][C:5]([NH:8][C:9]2[N:10]=[CH:11][C:12]([C:15]#[N:16])=[N:13][CH:14]=2)=[N:6][CH:7]=1, predict the reactants needed to synthesize it. The reactants are: [NH2:1][C:2]1[C:3]([NH:17][CH2:18][CH:19]2[CH2:24][CH2:23][N:22](C(OC(C)(C)C)=O)[CH2:21][CH2:20]2)=[CH:4][C:5]([NH:8][C:9]2[CH:14]=[N:13][C:12]([C:15]#[N:16])=[CH:11][N:10]=2)=[N:6][CH:7]=1.CC1C=CC(S(O)(=O)=O)=CC=1. (9) Given the product [BrH:28].[NH2:27][CH2:11][CH2:12][C:13]1[NH:14][C:15](=[O:26])[C:16]2[C:21]([CH3:22])=[C:20]([C:23]([OH:25])=[O:24])[S:19][C:17]=2[N:18]=1, predict the reactants needed to synthesize it. The reactants are: C(OC([CH:11]([NH2:27])[CH2:12][C:13]1[NH:14][C:15](=[O:26])[C:16]2[C:21]([CH3:22])=[C:20]([C:23]([OH:25])=[O:24])[S:19][C:17]=2[N:18]=1)=O)C1C=CC=CC=1.[BrH:28].